This data is from Forward reaction prediction with 1.9M reactions from USPTO patents (1976-2016). The task is: Predict the product of the given reaction. (1) Given the reactants [CH3:1][C:2]1[O:6][C:5]([C:7]2[CH:12]=[CH:11][C:10]([N:13]3[CH2:18][CH2:17][O:16][CH2:15][CH2:14]3)=[CH:9][CH:8]=2)=[N:4][C:3]=1[CH2:19][CH2:20][O:21]S(C1C=CC(C)=CC=1)(=O)=O.[CH3:32][O:33][C:34](=[O:53])[CH2:35][CH2:36][C:37]1[CH:42]=[CH:41][C:40](O)=[CH:39][C:38]=1[CH2:44][CH2:45][NH:46][C:47]([O:49][CH:50]([CH3:52])[CH3:51])=[O:48].C([O-])([O-])=O.[K+].[K+], predict the reaction product. The product is: [CH3:32][O:33][C:34](=[O:53])[CH2:35][CH2:36][C:37]1[CH:42]=[CH:41][C:40]([O:21][CH2:20][CH2:19][C:3]2[N:4]=[C:5]([C:7]3[CH:12]=[CH:11][C:10]([N:13]4[CH2:18][CH2:17][O:16][CH2:15][CH2:14]4)=[CH:9][CH:8]=3)[O:6][C:2]=2[CH3:1])=[CH:39][C:38]=1[CH2:44][CH2:45][NH:46][C:47]([O:49][CH:50]([CH3:51])[CH3:52])=[O:48]. (2) Given the reactants Cl[C:2]1[N:7]=[CH:6][N:5]=[C:4]([NH:8][C:9]2[CH:14]=[CH:13][C:12]([C@H:15]3[CH2:19][CH2:18][CH2:17][N:16]3[C:20]([O:22][C:23]([CH3:26])([CH3:25])[CH3:24])=[O:21])=[CH:11][CH:10]=2)[N:3]=1.[F:27][C@H:28]1[C@@H:33]([O:34][C:35]2[CH:42]=[CH:41][C:40](B3OC(C)(C)C(C)(C)O3)=[CH:39][C:36]=2[C:37]#[N:38])[CH2:32][CH2:31][N:30]([C:52](=[O:56])[C@@H:53]([OH:55])[CH3:54])[CH2:29]1.C(=O)([O-])[O-].[K+].[K+].O1CCOCC1, predict the reaction product. The product is: [C:37]([C:36]1[CH:39]=[C:40]([C:2]2[N:7]=[CH:6][N:5]=[C:4]([NH:8][C:9]3[CH:14]=[CH:13][C:12]([C@H:15]4[CH2:19][CH2:18][CH2:17][N:16]4[C:20]([O:22][C:23]([CH3:26])([CH3:25])[CH3:24])=[O:21])=[CH:11][CH:10]=3)[N:3]=2)[CH:41]=[CH:42][C:35]=1[O:34][C@H:33]1[CH2:32][CH2:31][N:30]([C:52](=[O:56])[C@@H:53]([OH:55])[CH3:54])[CH2:29][C@H:28]1[F:27])#[N:38]. (3) Given the reactants [C:1]([C:5]1[O:9][N:8]=[C:7]([NH:10][C:11]([NH:13][C:14]2[CH:19]=[CH:18][CH:17]=[C:16]([O:20][C:21]3[C:30]4[C:25](=[CH:26][C:27]([O:35][CH3:36])=[C:28]([O:31][CH2:32][CH2:33]Cl)[CH:29]=4)[N:24]=[CH:23][N:22]=3)[CH:15]=2)=[O:12])[CH:6]=1)([CH3:4])([CH3:3])[CH3:2].[NH:37]1[CH2:42][CH2:41][S:40](=[O:44])(=[O:43])[CH2:39][CH2:38]1.CCN(C(C)C)C(C)C, predict the reaction product. The product is: [C:1]([C:5]1[O:9][N:8]=[C:7]([NH:10][C:11]([NH:13][C:14]2[CH:19]=[CH:18][CH:17]=[C:16]([O:20][C:21]3[C:30]4[C:25](=[CH:26][C:27]([O:35][CH3:36])=[C:28]([O:31][CH2:32][CH2:33][N:37]5[CH2:42][CH2:41][S:40](=[O:44])(=[O:43])[CH2:39][CH2:38]5)[CH:29]=4)[N:24]=[CH:23][N:22]=3)[CH:15]=2)=[O:12])[CH:6]=1)([CH3:4])([CH3:3])[CH3:2]. (4) Given the reactants [NH:1]1[C:9]2[C:4](=[CH:5][CH:6]=[CH:7][CH:8]=2)[CH:3]=[CH:2]1.[NH:10]1[CH2:15][CH2:14][C:13](=O)[CH2:12][CH2:11]1, predict the reaction product. The product is: [NH:10]1[CH2:11][CH:12]=[C:13]([C:3]2[C:4]3[C:9](=[CH:8][CH:7]=[CH:6][CH:5]=3)[NH:1][CH:2]=2)[CH2:14][CH2:15]1. (5) Given the reactants [O:1]1[C:5]2[CH:6]=[C:7]([C:10]#[N:11])[CH:8]=[CH:9][C:4]=2[CH:3]=[CH:2]1.[H-].[Al+3].[Li+].[H-].[H-].[H-], predict the reaction product. The product is: [NH2:11][CH2:10][C:7]1[CH:8]=[CH:9][C:4]2[CH:3]=[CH:2][O:1][C:5]=2[CH:6]=1. (6) Given the reactants Cl[S:2]([C:5]1[CH:32]=[C:8]2[CH2:9][N:10]([C:14]([O:16][CH2:17][C:18]3[CH:23]=[C:22]([C:24]([F:27])([F:26])[F:25])[CH:21]=[C:20]([C:28]([F:31])([F:30])[F:29])[CH:19]=3)=[O:15])[CH2:11][CH2:12][CH2:13][N:7]2[N:6]=1)(=[O:4])=[O:3].[NH3:33], predict the reaction product. The product is: [S:2]([C:5]1[CH:32]=[C:8]2[CH2:9][N:10]([C:14]([O:16][CH2:17][C:18]3[CH:23]=[C:22]([C:24]([F:27])([F:26])[F:25])[CH:21]=[C:20]([C:28]([F:31])([F:30])[F:29])[CH:19]=3)=[O:15])[CH2:11][CH2:12][CH2:13][N:7]2[N:6]=1)(=[O:4])(=[O:3])[NH2:33]. (7) The product is: [CH3:1][C:2]1([CH2:13][O:14][C:15]2[CH:20]=[CH:19][C:18]([N:21]3[CH2:22][CH2:23][N:24]([C:27]([O:29][CH2:45][C:44]4[CH:47]=[CH:48][C:49]([Cl:50])=[C:42]([Cl:41])[CH:43]=4)=[O:28])[CH2:25][CH2:26]3)=[CH:17][CH:16]=2)[O:6][C:5]2=[N:7][C:8]([N+:10]([O-:12])=[O:11])=[CH:9][N:4]2[CH2:3]1. Given the reactants [CH3:1][C:2]1([CH2:13][O:14][C:15]2[CH:20]=[CH:19][C:18]([N:21]3[CH2:26][CH2:25][N:24]([C:27]([O:29]C(C)(C)C)=[O:28])[CH2:23][CH2:22]3)=[CH:17][CH:16]=2)[O:6][C:5]2=[N:7][C:8]([N+:10]([O-:12])=[O:11])=[CH:9][N:4]2[CH2:3]1.FC(F)(F)C(O)=O.[Cl:41][C:42]1[CH:43]=[C:44]([CH:47]=[CH:48][C:49]=1[Cl:50])[CH2:45]O.C(N1C=CN=C1)(N1C=CN=C1)=O, predict the reaction product.